Dataset: Forward reaction prediction with 1.9M reactions from USPTO patents (1976-2016). Task: Predict the product of the given reaction. (1) The product is: [OH:1][CH2:2][CH:3]=[CH:4][C:5]1[CH:27]=[CH:26][C:8]([C:9]([NH:11][C:12]2[CH:17]=[CH:16][CH:15]=[CH:14][C:13]=2[NH:18][C:19](=[O:25])[O:20][C:21]([CH3:23])([CH3:24])[CH3:22])=[O:10])=[CH:7][CH:6]=1. Given the reactants [O:1]=[CH:2][CH:3]=[CH:4][C:5]1[CH:27]=[CH:26][C:8]([C:9]([NH:11][C:12]2[CH:17]=[CH:16][CH:15]=[CH:14][C:13]=2[NH:18][C:19](=[O:25])[O:20][C:21]([CH3:24])([CH3:23])[CH3:22])=[O:10])=[CH:7][CH:6]=1.[BH4-].[Na+], predict the reaction product. (2) Given the reactants Cl[C:2]1[N:7]2[N:8]=[CH:9][CH:10]=[C:6]2[N:5]=[C:4]([NH:11][C:12](=[O:23])[C:13]2[CH:18]=[CH:17][C:16]([C:19]([OH:22])([CH3:21])[CH3:20])=[CH:15][CH:14]=2)[CH:3]=1.[CH3:24][CH:25]1[CH2:29][CH2:28][CH2:27][NH:26]1, predict the reaction product. The product is: [OH:22][C:19]([C:16]1[CH:17]=[CH:18][C:13]([C:12]([NH:11][C:4]2[CH:3]=[C:2]([N:26]3[CH2:27][CH2:28][CH2:29][CH:25]3[CH3:24])[N:7]3[N:8]=[CH:9][CH:10]=[C:6]3[N:5]=2)=[O:23])=[CH:14][CH:15]=1)([CH3:21])[CH3:20]. (3) Given the reactants [NH:1]1[CH2:6][CH2:5][CH2:4][CH2:3][C:2]1=[O:7].[H-].[Na+].CS(O[CH2:15][C:16]1[C:17]2[CH:25]=[C:24]([CH:26]3[CH2:31][CH2:30][CH2:29][CH2:28][CH2:27]3)[S:23][C:18]=2[N:19]=[C:20]([CH3:22])[N:21]=1)(=O)=O.Cl, predict the reaction product. The product is: [CH:26]1([C:24]2[S:23][C:18]3[N:19]=[C:20]([CH3:22])[N:21]=[C:16]([CH2:15][N:1]4[CH2:6][CH2:5][CH2:4][CH2:3][C:2]4=[O:7])[C:17]=3[CH:25]=2)[CH2:27][CH2:28][CH2:29][CH2:30][CH2:31]1. (4) Given the reactants [F:1][C:2]1[CH:10]=[N:9][CH:8]=[CH:7][C:3]=1[C:4]([OH:6])=O.[NH2:11][C:12]1[CH:20]=[C:19]2[C:15]([C:16]([CH3:28])([CH3:27])[C:17](=[O:26])[N:18]2[CH:21]2[CH2:25][CH2:24][CH2:23][CH2:22]2)=[CH:14][CH:13]=1, predict the reaction product. The product is: [CH:21]1([N:18]2[C:19]3[C:15](=[CH:14][CH:13]=[C:12]([NH:11][C:4](=[O:6])[C:3]4[CH:7]=[CH:8][N:9]=[CH:10][C:2]=4[F:1])[CH:20]=3)[C:16]([CH3:27])([CH3:28])[C:17]2=[O:26])[CH2:22][CH2:23][CH2:24][CH2:25]1. (5) Given the reactants Cl.[C:2]([C:5]1[CH:26]=[CH:25][C:8]([C:9]([N:11]2[C@@H:17]([CH3:18])[C@H:16]([NH2:19])[C:15](=[O:20])[NH:14][C:13]3[CH:21]=[CH:22][CH:23]=[CH:24][C:12]2=3)=[O:10])=[CH:7][CH:6]=1)(=[O:4])[CH3:3].[C:27]([O:31][C:32]([N:34]([CH3:40])[C@@H:35]([CH3:39])[C:36](O)=[O:37])=[O:33])([CH3:30])([CH3:29])[CH3:28].C(N(CC)C(C)C)(C)C, predict the reaction product. The product is: [C:27]([O:31][C:32](=[O:33])[N:34]([C@H:35]([C:36](=[O:37])[NH:19][C@H:16]1[C@H:17]([CH3:18])[N:11]([C:9](=[O:10])[C:8]2[CH:25]=[CH:26][C:5]([C:2](=[O:4])[CH3:3])=[CH:6][CH:7]=2)[C:12]2[CH:24]=[CH:23][CH:22]=[CH:21][C:13]=2[NH:14][C:15]1=[O:20])[CH3:39])[CH3:40])([CH3:28])([CH3:29])[CH3:30].